This data is from Catalyst prediction with 721,799 reactions and 888 catalyst types from USPTO. The task is: Predict which catalyst facilitates the given reaction. (1) Reactant: [CH3:1][O:2][C:3]1[CH:4]=[CH:5][C:6]([C:10]#[C:11][CH:12]([CH3:14])[CH3:13])=[C:7]([CH:9]=1)[NH2:8]. Product: [CH:12]([C:11]1[NH:8][C:7]2[C:6]([CH:10]=1)=[CH:5][CH:4]=[C:3]([O:2][CH3:1])[CH:9]=2)([CH3:14])[CH3:13]. The catalyst class is: 122. (2) Product: [CH3:21][N:15]([C:10]1[CH:11]=[CH:12][CH:13]=[CH:14][C:9]=1[B:4]1[O:3][C:2]([CH3:20])([CH3:1])[C:6]([CH3:7])([CH3:8])[O:5]1)[S:16]([CH3:19])(=[O:18])=[O:17]. The catalyst class is: 13. Reactant: [CH3:1][C:2]1([CH3:20])[C:6]([CH3:8])([CH3:7])[O:5][B:4]([C:9]2[CH:14]=[CH:13][CH:12]=[CH:11][C:10]=2[NH:15][S:16]([CH3:19])(=[O:18])=[O:17])[O:3]1.[C:21]([O-])([O-])=O.[K+].[K+].CC(C)=O.IC. (3) Reactant: [Cl:1][C:2]1[CH:3]=[C:4]([C:8]2[O:12][C:11]([CH3:13])=[C:10]([CH:14]([NH:19][C:20]3[CH:28]=[CH:27][C:23](C(O)=O)=[CH:22][CH:21]=3)[CH2:15][CH:16]([CH3:18])[CH3:17])[CH:9]=2)[CH:5]=[CH:6][CH:7]=1.[CH3:29][NH:30][CH2:31][CH2:32][C:33]([O:35]CC)=[O:34].Cl.C(N=C=NCCCN(C)C)C.O.[OH:51][C:52]1C2N=NNC=2C=CC=1. Product: [Cl:1][C:2]1[CH:3]=[C:4]([C:8]2[O:12][C:11]([CH3:13])=[C:10]([CH:14]([NH:19][C:20]3[CH:21]=[CH:22][C:23]([C:52]([N:30]([CH3:29])[CH2:31][CH2:32][C:33]([OH:35])=[O:34])=[O:51])=[CH:27][CH:28]=3)[CH2:15][CH:16]([CH3:18])[CH3:17])[CH:9]=2)[CH:5]=[CH:6][CH:7]=1. The catalyst class is: 842. (4) Reactant: [CH2:1]([C:4]1[C:13]([OH:14])=[C:12]([O:15][CH3:16])[CH:11]=[C:10]2[C:5]=1[C:6]([NH:17][C:18]1[CH:23]=[CH:22][CH:21]=[CH:20][CH:19]=1)=[N:7][CH:8]=[N:9]2)[CH:2]=[CH2:3].[CH3:24]I. Product: [CH2:1]([C:4]1[C:13]([O:14][CH3:24])=[C:12]([O:15][CH3:16])[CH:11]=[C:10]2[C:5]=1[C:6]([NH:17][C:18]1[CH:23]=[CH:22][CH:21]=[CH:20][CH:19]=1)=[N:7][CH:8]=[N:9]2)[CH:2]=[CH2:3]. The catalyst class is: 21.